Dataset: Forward reaction prediction with 1.9M reactions from USPTO patents (1976-2016). Task: Predict the product of the given reaction. (1) Given the reactants [Br:1][C:2]1[CH:3]=[C:4]2[C:8](=[CH:9][CH:10]=1)[N:7]([CH3:11])[N:6]=[C:5]2[NH2:12].[CH3:13][S:14](Cl)(=[O:16])=[O:15], predict the reaction product. The product is: [Br:1][C:2]1[CH:3]=[C:4]2[C:8](=[CH:9][CH:10]=1)[N:7]([CH3:11])[N:6]=[C:5]2[NH:12][S:14]([CH3:13])(=[O:16])=[O:15]. (2) Given the reactants C(OC([N:11]1[CH2:16][CH2:15][CH:14]([N:17]2[C:21]([N:22]3[CH2:26][C@H:25]([S:27]([C:30]4[CH:35]=[CH:34][CH:33]=[CH:32][C:31]=4[C:36]([F:39])([F:38])[F:37])(=[O:29])=[O:28])[CH2:24][C@H:23]3[C:40](=[O:47])[NH:41][C:42]3([C:45]#[N:46])[CH2:44][CH2:43]3)=[CH:20][C:19]([CH3:48])=[N:18]2)[CH2:13][CH2:12]1)=O)C1C=CC=CC=1, predict the reaction product. The product is: [C:45]([C:42]1([NH:41][C:40]([C@@H:23]2[CH2:24][C@@H:25]([S:27]([C:30]3[CH:35]=[CH:34][CH:33]=[CH:32][C:31]=3[C:36]([F:39])([F:38])[F:37])(=[O:28])=[O:29])[CH2:26][N:22]2[C:21]2[N:17]([CH:14]3[CH2:13][CH2:12][NH:11][CH2:16][CH2:15]3)[N:18]=[C:19]([CH3:48])[CH:20]=2)=[O:47])[CH2:43][CH2:44]1)#[N:46].